Dataset: Full USPTO retrosynthesis dataset with 1.9M reactions from patents (1976-2016). Task: Predict the reactants needed to synthesize the given product. (1) Given the product [CH3:27][CH:26]([CH3:28])[CH:24]([C:22]1[CH:21]=[N:20][CH:19]=[C:18]([C:14]2[CH:15]=[N:16][C:17]3[NH:8][CH2:9][CH2:10][CH2:11][C:12]=3[CH:13]=2)[CH:23]=1)[OH:25], predict the reactants needed to synthesize it. The reactants are: C(OC([N:8]1[C:17]2[C:12](=[CH:13][C:14]([C:18]3[CH:19]=[N:20][CH:21]=[C:22]([CH:24]=[O:25])[CH:23]=3)=[CH:15][N:16]=2)[CH2:11][CH2:10][CH2:9]1)=O)(C)(C)C.[CH:26]([Mg]Cl)([CH3:28])[CH3:27]. (2) Given the product [ClH:1].[CH:17]([NH:16][C:14]1[N:13]([CH3:20])[C:12]2[CH:21]=[CH:22][C:9]([N:8]([CH3:23])[C:6]3[CH:5]=[CH:4][N:3]=[C:2]([NH:24][C:25]4[CH:26]=[C:27]([S:31]([NH2:34])(=[O:32])=[O:33])[CH:28]=[CH:29][CH:30]=4)[N:7]=3)=[CH:10][C:11]=2[N:15]=1)([CH3:19])[CH3:18], predict the reactants needed to synthesize it. The reactants are: [Cl:1][C:2]1[N:7]=[C:6]([N:8]([CH3:23])[C:9]2[CH:22]=[CH:21][C:12]3[N:13]([CH3:20])[C:14]([NH:16][CH:17]([CH3:19])[CH3:18])=[N:15][C:11]=3[CH:10]=2)[CH:5]=[CH:4][N:3]=1.[NH2:24][C:25]1[CH:26]=[C:27]([S:31]([NH2:34])(=[O:33])=[O:32])[CH:28]=[CH:29][CH:30]=1. (3) Given the product [CH3:30][O:24][C:23](=[O:26])[CH2:20][C:11]1[C:10]([CH3:22])=[C:9]([O:8][CH2:1][C:2]2[CH:7]=[CH:6][CH:5]=[CH:4][CH:3]=2)[C:18]2[C:13](=[CH:14][CH:15]=[C:16]([F:19])[CH:17]=2)[CH:12]=1, predict the reactants needed to synthesize it. The reactants are: [CH2:1]([O:8][C:9]1[C:18]2[C:13](=[CH:14][CH:15]=[C:16]([F:19])[CH:17]=2)[CH:12]=[C:11]([CH2:20]Cl)[C:10]=1[CH3:22])[C:2]1[CH:7]=[CH:6][CH:5]=[CH:4][CH:3]=1.[C:23](=[O:26])([O-])[O-:24].[K+].[K+].O1CCC[CH2:30]1.CO. (4) Given the product [Br:22][C:23]1[CH:31]=[CH:30][CH:29]=[CH:28][C:24]=1[C:25]([NH:1][C:2]1[NH:21][C:5]2=[CH:6][C:7]3[C:8]([CH3:20])([CH3:19])[C:9](=[O:18])[N:10]([CH2:13][CH2:14][CH2:15][CH2:16][CH3:17])[C:11]=3[CH:12]=[C:4]2[N:3]=1)=[O:26], predict the reactants needed to synthesize it. The reactants are: [NH2:1][C:2]1[NH:21][C:5]2=[CH:6][C:7]3[C:8]([CH3:20])([CH3:19])[C:9](=[O:18])[N:10]([CH2:13][CH2:14][CH2:15][CH2:16][CH3:17])[C:11]=3[CH:12]=[C:4]2[N:3]=1.[Br:22][C:23]1[CH:31]=[CH:30][CH:29]=[CH:28][C:24]=1[C:25](Cl)=[O:26]. (5) Given the product [N:5]1([CH2:8][CH2:9][CH2:10][OH:11])[CH2:6][CH2:7][CH2:3][CH2:4]1, predict the reactants needed to synthesize it. The reactants are: CN1[CH2:7][CH2:6][N:5]([CH2:8][CH2:9][CH2:10][OH:11])[CH2:4][CH2:3]1.BrCCCO.N1CCCC1.